Dataset: HIV replication inhibition screening data with 41,000+ compounds from the AIDS Antiviral Screen. Task: Binary Classification. Given a drug SMILES string, predict its activity (active/inactive) in a high-throughput screening assay against a specified biological target. (1) The compound is O=c1[nH]c(=O)n(C2OC(CO)C(O)C(F)C2O)cc1F. The result is 1 (active). (2) The drug is Nc1ncnc2c1ncn2C1CC(CO)CO1. The result is 0 (inactive). (3) The drug is CCOC(=O)c1c(C)c(C(C)=O)c2ccccn12. The result is 0 (inactive). (4) The compound is N=C(CSS(=O)(=O)O)NCCCCOc1ccccc1. The result is 0 (inactive). (5) The compound is Cc1ccc(C2=NN(C)COC2C(F)(F)F)cc1. The result is 0 (inactive). (6) The result is 0 (inactive). The compound is COC(=O)c1c2c(cc3c1CC1(Cc4ccccc4C1)C3)CCC2. (7) The compound is Oc1nc(Nc2nc3ccccc3[nH]2)nc(O)c1-c1ccccc1. The result is 1 (active).